From a dataset of Forward reaction prediction with 1.9M reactions from USPTO patents (1976-2016). Predict the product of the given reaction. (1) Given the reactants [CH:1]1[CH:2]=[CH:3][C:4]([C:7]2[NH:8][C:9]3[CH:10]=[CH:11][C:12](S(O)(=O)=O)=[CH:13][C:14]=3[N:15]=2)=[CH:5][CH:6]=1.CC1CC(C)(C)CC(OC(C2C(O)=CC=CC=2)=O)C1, predict the reaction product. The product is: [C:4]1([C:7]2[NH:15][C:14]3[CH:13]=[CH:12][CH:11]=[CH:10][C:9]=3[N:8]=2)[CH:3]=[CH:2][CH:1]=[CH:6][CH:5]=1. (2) Given the reactants [C:1]([O:5][C:6]([C:8]([CH3:24])=[CH:9][C:10]1[S:14][C:13]([CH2:15][O:16][Si:17]([C:20]([CH3:23])([CH3:22])[CH3:21])([CH3:19])[CH3:18])=[N:12][CH:11]=1)=[O:7])([CH3:4])([CH3:3])[CH3:2], predict the reaction product. The product is: [C:1]([O:5][C:6]([CH:8]([CH3:24])[CH2:9][C:10]1[S:14][C:13]([CH2:15][O:16][Si:17]([C:20]([CH3:23])([CH3:22])[CH3:21])([CH3:18])[CH3:19])=[N:12][CH:11]=1)=[O:7])([CH3:2])([CH3:4])[CH3:3].